Dataset: Full USPTO retrosynthesis dataset with 1.9M reactions from patents (1976-2016). Task: Predict the reactants needed to synthesize the given product. (1) Given the product [C:26]([O:25][C:23](=[O:24])[NH:14][CH2:13][C@@H:11]1[CH2:12][C@H:10]1[C:6]1[C:5]2[N:4]([N:3]=[C:2]([CH3:1])[CH:15]=2)[CH:9]=[CH:8][CH:7]=1)([CH3:29])([CH3:28])[CH3:27], predict the reactants needed to synthesize it. The reactants are: [CH3:1][C:2]1[CH:15]=[C:5]2[C:6]([C@@H:10]3[CH2:12][C@H:11]3[CH2:13][NH2:14])=[CH:7][CH:8]=[CH:9][N:4]2[N:3]=1.C(N(CC)CC)C.[C:23](O[C:23]([O:25][C:26]([CH3:29])([CH3:28])[CH3:27])=[O:24])([O:25][C:26]([CH3:29])([CH3:28])[CH3:27])=[O:24]. (2) Given the product [CH2:1]([O:8][C:9](=[O:18])[C:10]1[C:11]([OH:17])=[CH:12][CH:13]=[CH:14][C:15]=1[O:16][CH2:30][CH2:29][CH2:28][CH2:27][NH:26][C:19]([O:21][C:22]([CH3:23])([CH3:25])[CH3:24])=[O:20])[C:2]1[CH:3]=[CH:4][CH:5]=[CH:6][CH:7]=1, predict the reactants needed to synthesize it. The reactants are: [CH2:1]([O:8][C:9](=[O:18])[C:10]1[C:15]([OH:16])=[CH:14][CH:13]=[CH:12][C:11]=1[OH:17])[C:2]1[CH:7]=[CH:6][CH:5]=[CH:4][CH:3]=1.[C:19]([NH:26][CH2:27][CH2:28][CH2:29][CH2:30]O)([O:21][C:22]([CH3:25])([CH3:24])[CH3:23])=[O:20]. (3) Given the product [CH3:34][C:35]1[CH:40]=[CH:39][CH:38]=[C:37]([C:41]#[C:42][CH:43]=[C:44]2[CH2:45][CH2:46][N:47]([C:6](=[O:8])[C:5]3[CH:9]=[CH:10][CH:11]=[CH:12][C:4]=3[N+:1]([O-:3])=[O:2])[CH2:48][CH2:49]2)[N:36]=1, predict the reactants needed to synthesize it. The reactants are: [N+:1]([C:4]1[CH:12]=[CH:11][CH:10]=[CH:9][C:5]=1[C:6]([OH:8])=O)([O-:3])=[O:2].ON1C2C=CC=CC=2N=N1.C(N=C=NCCCN(C)C)C.[CH3:34][C:35]1[CH:40]=[CH:39][CH:38]=[C:37]([C:41]#[C:42][CH:43]=[C:44]2[CH2:49][CH2:48][NH:47][CH2:46][CH2:45]2)[N:36]=1. (4) Given the product [NH2:1][C:2]1[O:6][N:5]=[C:4]([C:7]2[CH:12]=[CH:11][CH:10]=[C:9]([F:13])[CH:8]=2)[C:3]=1[C:14]([N:42]1[CH2:41][CH2:40][N:39]([C:45]2[CH:50]=[CH:49][CH:48]=[CH:47][C:46]=2[OH:51])[CH2:44][CH2:43]1)=[O:16], predict the reactants needed to synthesize it. The reactants are: [NH2:1][C:2]1[O:6][N:5]=[C:4]([C:7]2[CH:12]=[CH:11][CH:10]=[C:9]([F:13])[CH:8]=2)[C:3]=1[C:14]([OH:16])=O.Cl.C(N=C=NCCCN(C)C)C.OC1C2N=NNC=2C=CC=1.[N:39]1([C:45]2[CH:50]=[CH:49][CH:48]=[CH:47][C:46]=2[OH:51])[CH2:44][CH2:43][NH:42][CH2:41][CH2:40]1. (5) Given the product [C:1]([O:5][C:6](=[O:7])[NH:8][C@H:9]([C:10](=[O:12])[NH:90][C@H:85]([C:84]([N:73]1[C@H:72]([C:70](=[O:71])[NH:69][C@:64]2([C:62]([NH:61][S:58]([N:53]3[CH2:54][CH2:55][CH2:56][CH2:57]3)(=[O:60])=[O:59])=[O:63])[CH2:66][C@H:65]2[CH:67]=[CH2:68])[CH2:83][C@:75]2([C:80]([CH3:82])([CH3:81])[C:76]32[CH2:79][CH2:78][CH2:77]3)[CH2:74]1)=[O:91])[C:86]([CH3:89])([CH3:88])[CH3:87])[C:13]1([CH3:19])[CH2:18][CH2:17][CH2:16][CH2:15][CH2:14]1)([CH3:2])([CH3:3])[CH3:4], predict the reactants needed to synthesize it. The reactants are: [C:1]([O:5][C:6]([NH:8][C@@H:9]([C:13]1([CH3:19])[CH2:18][CH2:17][CH2:16][CH2:15][CH2:14]1)[C:10]([OH:12])=O)=[O:7])([CH3:4])([CH3:3])[CH3:2].CN(C(ON1N=NC2C=CC=NC1=2)=[N+](C)C)C.F[P-](F)(F)(F)(F)F.CCN(C(C)C)C(C)C.[N:53]1([S:58]([NH:61][C:62]([C@@:64]2([NH:69][C:70]([C@@H:72]3[CH2:83][C@:75]4([C:80]([CH3:82])([CH3:81])[C:76]54[CH2:79][CH2:78][CH2:77]5)[CH2:74][N:73]3[C:84](=[O:91])[C@@H:85]([NH2:90])[C:86]([CH3:89])([CH3:88])[CH3:87])=[O:71])[CH2:66][C@H:65]2[CH:67]=[CH2:68])=[O:63])(=[O:60])=[O:59])[CH2:57][CH2:56][CH2:55][CH2:54]1. (6) Given the product [CH2:1]([NH:8][C:9](=[O:10])[C@H:11]([C:12]1[CH:13]=[CH:14][C:15]([CH2:16][N:17]2[C:25]3[C:20](=[CH:21][CH:22]=[CH:23][CH:24]=3)[C:19]3[C:26]([CH3:36])=[C:27]([CH2:31][CH2:32][CH2:33][OH:34])[C:28]([CH3:30])=[N:29][C:18]2=3)=[CH:37][CH:38]=1)[CH:39]1[CH2:40][CH2:41][O:42][CH2:43][CH2:44]1)[C:2]1[CH:3]=[CH:4][CH:5]=[CH:6][CH:7]=1, predict the reactants needed to synthesize it. The reactants are: [CH2:1]([NH:8][C:9]([C@@H:11]([CH:39]1[CH2:44][CH2:43][O:42][CH2:41][CH2:40]1)[C:12]1[CH:38]=[CH:37][C:15]([CH2:16][N:17]2[C:25]3[C:20](=[CH:21][CH:22]=[CH:23][CH:24]=3)[C:19]3[C:26]([CH3:36])=[C:27]([CH2:31][CH2:32][C:33](O)=[O:34])[C:28]([CH3:30])=[N:29][C:18]2=3)=[CH:14][CH:13]=1)=[O:10])[C:2]1[CH:7]=[CH:6][CH:5]=[CH:4][CH:3]=1.O.C(=O)([O-])[O-].[K+].[K+].